This data is from Catalyst prediction with 721,799 reactions and 888 catalyst types from USPTO. The task is: Predict which catalyst facilitates the given reaction. Reactant: P(Cl)(Cl)(Cl)=O.C1(N[C:13]([C:15]2[C:20]([CH2:21][CH2:22][C:23]3[CH:28]=[CH:27][CH:26]=[C:25]([Cl:29])[CH:24]=3)=[CH:19][CH:18]=[CH:17][N:16]=2)=[O:14])C=CC=CC=1.O. Product: [Cl:29][C:25]1[CH:26]=[CH:27][C:28]2[C:13](=[O:14])[C:15]3=[N:16][CH:17]=[CH:18][CH:19]=[C:20]3[CH2:21][CH2:22][C:23]=2[CH:24]=1. The catalyst class is: 159.